From a dataset of Catalyst prediction with 721,799 reactions and 888 catalyst types from USPTO. Predict which catalyst facilitates the given reaction. (1) Reactant: [NH4+].[N:2]#[C:3][S-:4].[N+:5]([C:8]1[CH:14]=[CH:13][C:11]([NH2:12])=[CH:10][CH:9]=1)([O-:7])=[O:6]. Product: [N+:5]([C:8]1[CH:14]=[CH:13][C:11]([NH:12][C:3]([NH2:2])=[S:4])=[CH:10][CH:9]=1)([O-:7])=[O:6]. The catalyst class is: 126. (2) Reactant: Cl.[I:2][C:3]1[CH:4]=[C:5]([CH:11]=[CH:12][CH:13]=1)[CH2:6][NH:7][C:8]([NH2:10])=[NH:9].N#CN.[C:17]([O-:20])([OH:19])=[O:18].[Na+]. Product: [C:17](=[O:18])([OH:20])[OH:19].[I:2][C:3]1[CH:4]=[C:5]([CH:11]=[CH:12][CH:13]=1)[CH2:6][NH:7][C:8]([NH2:10])=[NH:9]. The catalyst class is: 6. (3) Reactant: C1C=C(Cl)C=C(C(OO)=O)C=1.[CH3:12][O:13][CH2:14][CH2:15][C:16]1[N:17]([CH2:29][CH2:30][CH2:31][CH2:32][C:33]([N:35]2[CH2:40][CH2:39][O:38][CH2:37][CH2:36]2)=[O:34])[C:18]2[C:27]3[CH:26]=[CH:25][CH:24]=[CH:23][C:22]=3[N:21]=[CH:20][C:19]=2[N:28]=1.[OH-].[NH4+:42].C1(S(Cl)(=O)=O)C=CC=CC=1. Product: [CH3:12][O:13][CH2:14][CH2:15][C:16]1[N:17]([CH2:29][CH2:30][CH2:31][CH2:32][C:33]([N:35]2[CH2:36][CH2:37][O:38][CH2:39][CH2:40]2)=[O:34])[C:18]2[C:27]3[CH:26]=[CH:25][CH:24]=[CH:23][C:22]=3[N:21]=[C:20]([NH2:42])[C:19]=2[N:28]=1. The catalyst class is: 22. (4) Reactant: [F:1][C:2]1[CH:8]=[CH:7][CH:6]=[C:5]([C:9]([F:12])([F:11])[F:10])[C:3]=1N.N([O-])=O.[Na+].[S:17](=[O:19])=[O:18].[ClH:20]. Product: [F:1][C:2]1[CH:8]=[CH:7][CH:6]=[C:5]([C:9]([F:12])([F:11])[F:10])[C:3]=1[S:17]([Cl:20])(=[O:19])=[O:18]. The catalyst class is: 86.